This data is from NCI-60 drug combinations with 297,098 pairs across 59 cell lines. The task is: Regression. Given two drug SMILES strings and cell line genomic features, predict the synergy score measuring deviation from expected non-interaction effect. (1) Drug 1: CCC(=C(C1=CC=CC=C1)C2=CC=C(C=C2)OCCN(C)C)C3=CC=CC=C3.C(C(=O)O)C(CC(=O)O)(C(=O)O)O. Drug 2: CC1=C(N=C(N=C1N)C(CC(=O)N)NCC(C(=O)N)N)C(=O)NC(C(C2=CN=CN2)OC3C(C(C(C(O3)CO)O)O)OC4C(C(C(C(O4)CO)O)OC(=O)N)O)C(=O)NC(C)C(C(C)C(=O)NC(C(C)O)C(=O)NCCC5=NC(=CS5)C6=NC(=CS6)C(=O)NCCC[S+](C)C)O. Cell line: HOP-62. Synergy scores: CSS=49.0, Synergy_ZIP=1.45, Synergy_Bliss=-0.396, Synergy_Loewe=-30.2, Synergy_HSA=-0.218. (2) Drug 2: CCCCC(=O)OCC(=O)C1(CC(C2=C(C1)C(=C3C(=C2O)C(=O)C4=C(C3=O)C=CC=C4OC)O)OC5CC(C(C(O5)C)O)NC(=O)C(F)(F)F)O. Synergy scores: CSS=43.9, Synergy_ZIP=2.68, Synergy_Bliss=2.83, Synergy_Loewe=3.08, Synergy_HSA=4.24. Drug 1: C(=O)(N)NO. Cell line: MDA-MB-231.